This data is from Catalyst prediction with 721,799 reactions and 888 catalyst types from USPTO. The task is: Predict which catalyst facilitates the given reaction. (1) Reactant: [C:1]([O:5][C:6]([NH:8][C@@H:9]([C@H:22]([CH2:30][CH3:31])[CH2:23][CH:24]([CH3:29])[CH2:25][CH2:26][CH:27]=[CH2:28])[C:10]([N:12]1[CH2:16][C@H:15]([OH:17])[CH2:14][C@H:13]1[C:18]([O:20]C)=[O:19])=[O:11])=[O:7])([CH3:4])([CH3:3])[CH3:2].[Li+].[OH-].CO. Product: [C:1]([O:5][C:6]([NH:8][C@@H:9]([C@H:22]([CH2:30][CH3:31])[CH2:23][CH:24]([CH3:29])[CH2:25][CH2:26][CH:27]=[CH2:28])[C:10]([N:12]1[CH2:16][C@H:15]([OH:17])[CH2:14][C@H:13]1[C:18]([OH:20])=[O:19])=[O:11])=[O:7])([CH3:4])([CH3:3])[CH3:2]. The catalyst class is: 20. (2) Reactant: C([O:3][CH:4]1[CH:8]([NH:9][C:10]([C@H:12]2[N:17]3[C:18](=[O:33])[C@@H:19]([NH:24][C:25](=[O:32])[C:26]4[CH:31]=[CH:30][CH:29]=[CH:28][CH:27]=4)[CH2:20][CH:21]=[CH:22][CH2:23][C@@H:16]3[CH2:15][CH2:14][CH2:13]2)=[O:11])[CH2:7][C:6](=[O:34])[O:5]1)C.FC(F)(F)C(O)=O. Product: [OH:3][CH:4]1[CH:8]([NH:9][C:10]([C@H:12]2[N:17]3[C:18](=[O:33])[C@@H:19]([NH:24][C:25](=[O:32])[C:26]4[CH:27]=[CH:28][CH:29]=[CH:30][CH:31]=4)[CH2:20][CH:21]=[CH:22][CH2:23][C@H:16]3[CH2:15][CH2:14][CH2:13]2)=[O:11])[CH2:7][C:6](=[O:34])[O:5]1. The catalyst class is: 47.